From a dataset of Forward reaction prediction with 1.9M reactions from USPTO patents (1976-2016). Predict the product of the given reaction. (1) The product is: [Br:16][C:9]1[CH:8]=[CH:7][N:6]=[C:5]2[O:4][CH2:3][CH2:2][O:1][C:10]=12. Given the reactants [O:1]1[C:10]2[C:5](=[N:6][CH:7]=[CH:8][CH:9]=2)[O:4][CH2:3][CH2:2]1.C([Li])CCC.[Br:16]C(F)(F)C(Br)(F)F, predict the reaction product. (2) Given the reactants O[C:2]1[C:7]([I:8])=[C:6]([CH2:9][CH3:10])[N:5]=[CH:4][N:3]=1.O=P(Cl)(Cl)[Cl:13], predict the reaction product. The product is: [Cl:13][C:2]1[C:7]([I:8])=[C:6]([CH2:9][CH3:10])[N:5]=[CH:4][N:3]=1. (3) Given the reactants [O:1]=[C:2]1[C:10]2[C:5](=[N:6][C:7]([CH:11]=O)=[CH:8][CH:9]=2)[CH2:4][O:3]1.[OH:13][CH2:14][CH2:15][O:16][CH2:17][CH2:18][N:19]1[CH2:24][CH2:23][NH:22][CH2:21][CH2:20]1, predict the reaction product. The product is: [OH:13][CH2:14][CH2:15][O:16][CH2:17][CH2:18][N:19]1[CH2:24][CH2:23][N:22]([CH2:11][C:7]2[N:6]=[C:5]3[CH2:4][O:3][C:2](=[O:1])[C:10]3=[CH:9][CH:8]=2)[CH2:21][CH2:20]1. (4) Given the reactants [F:1][C:2]1[CH:3]=[C:4]([N+:19]([O-:21])=[O:20])[C:5]([NH:9][C@H:10]([C:12]2[CH:17]=[CH:16][C:15]([F:18])=[CH:14][CH:13]=2)[CH3:11])=[N:6][C:7]=1F.[CH:22]([O:25][C:26]1[NH:30][N:29]=[C:28]([NH2:31])[CH:27]=1)([CH3:24])[CH3:23].CCN(C(C)C)C(C)C, predict the reaction product. The product is: [F:1][C:2]1[C:7]([NH:31][C:28]2[CH:27]=[C:26]([O:25][CH:22]([CH3:24])[CH3:23])[NH:30][N:29]=2)=[N:6][C:5]([NH:9][C@H:10]([C:12]2[CH:17]=[CH:16][C:15]([F:18])=[CH:14][CH:13]=2)[CH3:11])=[C:4]([N+:19]([O-:21])=[O:20])[CH:3]=1. (5) Given the reactants FC(F)(F)C(O)=O.C(OC(=O)[NH:14][C@H:15]([C:17](=[O:39])[N:18]([C@H:25]([CH2:36][O:37][CH3:38])[CH2:26][CH2:27][O:28][CH2:29][C:30]1[CH:35]=[CH:34][CH:33]=[CH:32][CH:31]=1)[CH2:19][CH:20](OC)OC)[CH3:16])(C)(C)C.C([SiH](CC)CC)C.C(N(CC)CC)C, predict the reaction product. The product is: [CH2:29]([O:28][CH2:27][CH2:26][C@H:25]([N:18]1[CH2:19][CH2:20][NH:14][C@@H:15]([CH3:16])[C:17]1=[O:39])[CH2:36][O:37][CH3:38])[C:30]1[CH:31]=[CH:32][CH:33]=[CH:34][CH:35]=1.